This data is from Catalyst prediction with 721,799 reactions and 888 catalyst types from USPTO. The task is: Predict which catalyst facilitates the given reaction. (1) Reactant: F[C:2]1[CH:7]=[CH:6][CH:5]=[CH:4][C:3]=1[N+:8]([O-:10])=[O:9].[CH3:11][C:12]([O:15][C:16]([NH:18][CH:19]1[CH2:24][NH:23][CH2:22][CH2:21][CH2:20]1)=[O:17])([CH3:14])[CH3:13].CCN(C(C)C)C(C)C. Product: [N+:8]([C:3]1[CH:4]=[CH:5][CH:6]=[CH:7][C:2]=1[N:23]1[CH2:22][CH2:21][CH2:20][CH:19]([NH:18][C:16](=[O:17])[O:15][C:12]([CH3:13])([CH3:11])[CH3:14])[CH2:24]1)([O-:10])=[O:9]. The catalyst class is: 14. (2) Product: [C:1]([NH:5][C:6]([C:8]1[CH:9]=[C:10]([CH:44]=[CH:45][CH:46]=1)[O:11][C:12]1[CH:17]=[CH:16][C:15]([NH:18][C:19]2[C:29]3[CH:28]=[C:27]([C:30]([O:32][CH3:33])=[O:31])[CH2:26][CH2:25][NH:24][C:23]=3[N:22]=[CH:21][N:20]=2)=[CH:14][C:13]=1[Cl:43])=[O:7])([CH3:4])([CH3:2])[CH3:3]. Reactant: [C:1]([NH:5][C:6]([C:8]1[CH:9]=[C:10]([CH:44]=[CH:45][CH:46]=1)[O:11][C:12]1[CH:17]=[CH:16][C:15]([NH:18][C:19]2[C:29]3[CH:28]=[C:27]([C:30]([O:32][CH3:33])=[O:31])[CH2:26][CH2:25][N:24](CC4C=CC(OC)=CC=4)[C:23]=3[N:22]=[CH:21][N:20]=2)=[CH:14][C:13]=1[Cl:43])=[O:7])([CH3:4])([CH3:3])[CH3:2].FC(F)(F)C(O)=O. The catalyst class is: 26.